Dataset: Reaction yield outcomes from USPTO patents with 853,638 reactions. Task: Predict the reaction yield, written as a fraction of the theoretical maximum amount of product (1.0 means a 100% yield; for example, 0.34 means a 34% yield). (1) The reactants are [N:1]1[CH:6]=[CH:5][CH:4]=[C:3]([S:7]([N:10]2[C:14]([C:15]3[CH:20]=[CH:19][CH:18]=[CH:17][C:16]=3[C:21]([F:24])([F:23])[F:22])=[CH:13][C:12]([CH:25]=O)=[CH:11]2)(=[O:9])=[O:8])[CH:2]=1.CO.[CH3:29][NH2:30].[BH4-].[Na+].[ClH:33].C(=O)([O-])O.[Na+]. The catalyst is C(O)C. The product is [ClH:33].[ClH:33].[CH3:29][NH:30][CH2:25][C:12]1[CH:13]=[C:14]([C:15]2[CH:20]=[CH:19][CH:18]=[CH:17][C:16]=2[C:21]([F:24])([F:23])[F:22])[N:10]([S:7]([C:3]2[CH:2]=[N:1][CH:6]=[CH:5][CH:4]=2)(=[O:9])=[O:8])[CH:11]=1. The yield is 0.690. (2) The reactants are [NH2:1][C:2]1[CH:3]=[C:4]([CH:8]=[CH:9][C:10]=1[NH:11][C:12]1[CH:17]=[CH:16][CH:15]=[CH:14][CH:13]=1)[C:5]([OH:7])=[O:6].[C:18](Cl)(=O)[CH3:19]. The catalyst is C1(C)C=CC=CC=1. The product is [CH3:18][C:19]1[N:11]([C:12]2[CH:13]=[CH:14][CH:15]=[CH:16][CH:17]=2)[C:10]2[CH:9]=[CH:8][C:4]([C:5]([OH:7])=[O:6])=[CH:3][C:2]=2[N:1]=1. The yield is 0.835. (3) The reactants are C[O:2][C:3]1[C:4]([CH:9]([N:11]2[CH2:16][CH2:15][CH:14]([C:17](=[O:26])[CH2:18][C:19]3[CH:24]=[CH:23][CH:22]=[CH:21][C:20]=3[F:25])[CH2:13][CH2:12]2)[CH3:10])=[N:5][CH:6]=[CH:7][N:8]=1.C(=O)(O)[O-].[Na+].C(OCC)(=O)C. The catalyst is C(O)C.Cl.C(OCC)(=O)C. The product is [F:25][C:20]1[CH:21]=[CH:22][CH:23]=[CH:24][C:19]=1[CH2:18][C:17]([CH:14]1[CH2:13][CH2:12][N:11]([CH:9]([C:4]2[C:3](=[O:2])[NH:8][CH:7]=[CH:6][N:5]=2)[CH3:10])[CH2:16][CH2:15]1)=[O:26]. The yield is 0.380. (4) The reactants are [Br:1][C:2]1[CH:7]=[CH:6][C:5]([CH2:8][C:9]([OH:11])=O)=[C:4]([F:12])[CH:3]=1.[F:13][C:14]([F:25])([F:24])[C:15]([C:18]1[O:22][N:21]=[C:20]([NH2:23])[CH:19]=1)([CH3:17])[CH3:16].CN(C(ON1N=NC2C=CC=NC1=2)=[N+](C)C)C.F[P-](F)(F)(F)(F)F.CCN(CC)CC. The catalyst is C(Cl)Cl. The product is [Br:1][C:2]1[CH:7]=[CH:6][C:5]([CH2:8][C:9]([NH:23][C:20]2[CH:19]=[C:18]([C:15]([CH3:17])([CH3:16])[C:14]([F:24])([F:13])[F:25])[O:22][N:21]=2)=[O:11])=[C:4]([F:12])[CH:3]=1. The yield is 0.254. (5) The reactants are [Cl:1][C:2]1[C:3]([N+:24]([O-])=O)=[C:4]2[C:9](=[C:10]([O:13][CH3:14])[C:11]=1[F:12])[N:8]([CH:15]1[CH2:17][CH2:16]1)[CH:7]=[C:6]([C:18]([O:20][CH2:21][CH3:22])=[O:19])[C:5]2=[O:23]. The catalyst is CC(O)=O.[Fe]. The product is [NH2:24][C:3]1[C:2]([Cl:1])=[C:11]([F:12])[C:10]([O:13][CH3:14])=[C:9]2[C:4]=1[C:5](=[O:23])[C:6]([C:18]([O:20][CH2:21][CH3:22])=[O:19])=[CH:7][N:8]2[CH:15]1[CH2:16][CH2:17]1. The yield is 0.640. (6) The reactants are [F:1][C:2]1[C:3]([C:9]([F:12])([F:11])[F:10])=[C:4](Br)[CH:5]=[CH:6][CH:7]=1.[Li].B(OC)(OC)[O:15]C.[OH-].[Na+].OO. The catalyst is O1CCCC1.C(OCC)C. The product is [F:1][C:2]1[C:3]([C:9]([F:12])([F:11])[F:10])=[C:4]([OH:15])[CH:5]=[CH:6][CH:7]=1. The yield is 0.400.